This data is from Full USPTO retrosynthesis dataset with 1.9M reactions from patents (1976-2016). The task is: Predict the reactants needed to synthesize the given product. (1) Given the product [C:68]([C:67]1[CH:70]=[C:71]([C@H:73]2[CH2:77][C@H:76]([F:78])[CH2:75][N:74]2[C:2]2[CH:7]=[CH:6][N:5]3[N:8]=[CH:9][C:10]([C:11]([O:13][CH2:14][CH3:15])=[O:12])=[C:4]3[CH:3]=2)[CH:72]=[C:65]([F:64])[CH:66]=1)#[N:69], predict the reactants needed to synthesize it. The reactants are: Br[C:2]1[CH:7]=[CH:6][N:5]2[N:8]=[CH:9][C:10]([C:11]([O:13][CH2:14][CH3:15])=[O:12])=[C:4]2[CH:3]=1.CC1(C)C2C(=C(P(C3C=CC=CC=3)C3C=CC=CC=3)C=CC=2)OC2C(P(C3C=CC=CC=3)C3C=CC=CC=3)=CC=CC1=2.C(=O)([O-])[O-].[Cs+].[Cs+].[F:64][C:65]1[CH:66]=[C:67]([CH:70]=[C:71]([C@H:73]2[CH2:77][C@H:76]([F:78])[CH2:75][NH:74]2)[CH:72]=1)[C:68]#[N:69]. (2) Given the product [ClH:1].[Cl:1][C:2]1[CH:7]=[CH:6][C:5]([C:19]2[CH:20]=[C:21]([CH2:25][N:26]3[CH:30]=[CH:29][N:28]=[C:27]3[CH3:31])[N:22]=[N:23][CH:24]=2)=[CH:4][C:3]=1[CH3:17], predict the reactants needed to synthesize it. The reactants are: [Cl:1][C:2]1[CH:7]=[CH:6][C:5](B2OC(C)(C)C(C)(C)O2)=[CH:4][C:3]=1[CH3:17].Cl[C:19]1[CH:20]=[C:21]([CH2:25][N:26]2[CH:30]=[CH:29][N:28]=[C:27]2[CH3:31])[N:22]=[N:23][CH:24]=1. (3) The reactants are: [CH3:1][C:2]1[S:6][C:5]([NH:7][C:8](=[O:32])[C:9]2[CH:14]=[CH:13][CH:12]=[C:11]([O:15][C:16]3[CH:21]=[CH:20][N:19]=[C:18]4[NH:22][N:23]=[C:24]([NH:25][C@@H:26]5[CH2:31][CH2:30][CH2:29][NH:28][CH2:27]5)[C:17]=34)[CH:10]=2)=[N:4][CH:3]=1.C(N(CC)C(C)C)(C)C.[C:42](Cl)(=[O:45])[CH:43]=[CH2:44]. Given the product [CH3:1][C:2]1[S:6][C:5]([NH:7][C:8](=[O:32])[C:9]2[CH:14]=[CH:13][CH:12]=[C:11]([O:15][C:16]3[CH:21]=[CH:20][N:19]=[C:18]4[NH:22][N:23]=[C:24]([NH:25][C@@H:26]5[CH2:31][CH2:30][CH2:29][N:28]([C:42](=[O:45])[CH:43]=[CH2:44])[CH2:27]5)[C:17]=34)[CH:10]=2)=[N:4][CH:3]=1, predict the reactants needed to synthesize it. (4) Given the product [CH3:35][O:36][C:37]1[CH:38]=[C:39](/[CH:49]=[CH:50]/[C:51]([NH:31][NH:30][C:28](=[O:29])[CH:27]([C:24]2[CH:25]=[CH:26][C:21]([F:20])=[CH:22][CH:23]=2)[CH2:32][CH2:33][OH:34])=[O:52])[CH:40]=[CH:41][C:42]=1[N:43]1[CH:47]=[C:46]([CH3:48])[N:45]=[CH:44]1, predict the reactants needed to synthesize it. The reactants are: C(N(C(C)C)CC)(C)C.C1C=CC2N(O)N=NC=2C=1.[F:20][C:21]1[CH:26]=[CH:25][C:24]([CH:27]([CH2:32][CH2:33][OH:34])[C:28]([NH:30][NH2:31])=[O:29])=[CH:23][CH:22]=1.[CH3:35][O:36][C:37]1[CH:38]=[C:39](/[CH:49]=[CH:50]/[C:51](O)=[O:52])[CH:40]=[CH:41][C:42]=1[N:43]1[CH:47]=[C:46]([CH3:48])[N:45]=[CH:44]1. (5) Given the product [F:15][C:16]1[CH:17]=[C:18]([C:22]2[CH:30]=[C:29]3[C:25]([CH2:26][CH2:27][CH:28]3[O:31][C:52]3[CH:53]=[C:54]([CH:61]=[CH:62][CH:63]=3)[O:55][CH2:56][C:57]([O:59][CH3:60])=[O:58])=[CH:24][CH:23]=2)[CH:19]=[CH:20][CH:21]=1, predict the reactants needed to synthesize it. The reactants are: N(C(OC(C)C)=O)=NC(OC(C)C)=O.[F:15][C:16]1[CH:17]=[C:18]([C:22]2[CH:30]=[C:29]3[C:25]([CH2:26][CH2:27][CH:28]3[OH:31])=[CH:24][CH:23]=2)[CH:19]=[CH:20][CH:21]=1.C1(P(C2C=CC=CC=2)C2C=CC=CC=2)C=CC=CC=1.O[C:52]1[CH:53]=[C:54]([CH:61]=[CH:62][CH:63]=1)[O:55][CH2:56][C:57]([O:59][CH3:60])=[O:58].